From a dataset of Reaction yield outcomes from USPTO patents with 853,638 reactions. Predict the reaction yield, written as a fraction of the theoretical maximum amount of product (1.0 means a 100% yield; for example, 0.34 means a 34% yield). (1) The reactants are [CH3:1][C:2]1[C:3]([O:14][C:15]2[CH:20]=[CH:19][CH:18]=[CH:17][CH:16]=2)=[N:4][N:5]([C:8]2[CH:13]=[CH:12][CH:11]=[CH:10][CH:9]=2)[C:6]=1[NH2:7].C1(C2C=CC([CH2:30][O:31]C)=CC=2CN)CC1.[CH3:35][O:36][CH2:37][C:38]1[CH:39]=[CH:40][C:41]([O:46][C:47]([F:50])([F:49])[F:48])=[C:42]([CH2:44][NH2:45])[CH:43]=1. No catalyst specified. The product is [CH3:35][O:36][CH2:37][C:38]1[CH:39]=[CH:40][C:41]([O:46][C:47]([F:48])([F:49])[F:50])=[C:42]([CH:43]=1)[CH2:44][NH:45][C:30]([NH:7][C:6]1[N:5]([C:8]2[CH:13]=[CH:12][CH:11]=[CH:10][CH:9]=2)[N:4]=[C:3]([O:14][C:15]2[CH:20]=[CH:19][CH:18]=[CH:17][CH:16]=2)[C:2]=1[CH3:1])=[O:31]. The yield is 0.160. (2) The reactants are Cl[C:2]1[N:7]=[C:6]([C:8]2[S:12][C:11]([C:13]([CH3:16])([CH3:15])[CH3:14])=[N:10][C:9]=2[C:17]2[C:18]([F:35])=[C:19]([NH:23][S:24]([C:27]3[C:32]([F:33])=[CH:31][CH:30]=[CH:29][C:28]=3[F:34])(=[O:26])=[O:25])[CH:20]=[CH:21][CH:22]=2)[CH:5]=[CH:4][N:3]=1.[OH-].[NH4+:37]. The catalyst is CCCCCCC. The product is [NH2:37][C:2]1[N:7]=[C:6]([C:8]2[S:12][C:11]([C:13]([CH3:16])([CH3:15])[CH3:14])=[N:10][C:9]=2[C:17]2[C:18]([F:35])=[C:19]([NH:23][S:24]([C:27]3[C:32]([F:33])=[CH:31][CH:30]=[CH:29][C:28]=3[F:34])(=[O:26])=[O:25])[CH:20]=[CH:21][CH:22]=2)[CH:5]=[CH:4][N:3]=1. The yield is 0.880.